Dataset: Forward reaction prediction with 1.9M reactions from USPTO patents (1976-2016). Task: Predict the product of the given reaction. (1) Given the reactants [Cl:1][C:2]1[CH:7]=[CH:6][CH:5]=[C:4]([C:8]2[CH:13]=[CH:12][C:11]([CH3:14])=[CH:10][CH:9]=2)[N:3]=1.[Br:15]N1C(=O)CCC1=O, predict the reaction product. The product is: [Br:15][CH2:14][C:11]1[CH:10]=[CH:9][C:8]([C:4]2[CH:5]=[CH:6][CH:7]=[C:2]([Cl:1])[N:3]=2)=[CH:13][CH:12]=1. (2) The product is: [F:23][C:24]1[CH:25]=[C:26]2[C:30](=[C:31]([NH:33][CH:34]=[O:35])[CH:32]=1)[NH:29][C:28](=[O:36])/[C:27]/2=[CH:21]\[C:3]1[NH:4][C:5]2[CH2:11][CH2:10][CH2:9][N:8]([CH2:12][CH2:13][N:14]3[CH2:19][CH2:18][O:17][CH2:16][CH2:15]3)[C:7](=[O:20])[C:6]=2[C:2]=1[CH3:1]. Given the reactants [CH3:1][C:2]1[C:6]2[C:7](=[O:20])[N:8]([CH2:12][CH2:13][N:14]3[CH2:19][CH2:18][O:17][CH2:16][CH2:15]3)[CH2:9][CH2:10][CH2:11][C:5]=2[NH:4][C:3]=1[CH:21]=O.[F:23][C:24]1[CH:25]=[C:26]2[C:30](=[C:31]([NH:33][CH:34]=[O:35])[CH:32]=1)[NH:29][C:28](=[O:36])[CH2:27]2, predict the reaction product. (3) Given the reactants [Cl:1][C:2]1[N:3]=[N:4][C:5](Cl)=[CH:6][CH:7]=1.[F-].[K+].[F:11][C:12]1[CH:17]=[C:16]([CH3:18])[CH:15]=[CH:14][C:13]=1B(O)O, predict the reaction product. The product is: [Cl:1][C:2]1[N:3]=[N:4][C:5]([C:13]2[CH:14]=[CH:15][C:16]([CH3:18])=[CH:17][C:12]=2[F:11])=[CH:6][CH:7]=1. (4) Given the reactants [C:1]([C:4]1[C:12]2[C:7](=[CH:8][C:9]([OH:13])=[CH:10][CH:11]=2)[N:6]([CH2:14][C:15]([OH:17])=O)[N:5]=1)(=[O:3])[NH2:2].CCN(C(C)C)C(C)C.Cl.[Cl:28][C:29]1[CH:34]=[CH:33][CH:32]=[CH:31][C:30]=1[C:35]1[CH:40]=[CH:39][CH:38]=[C:37]([NH:41][C:42]([C@@H:44]2[CH2:48][C@@H:47]([F:49])[CH2:46][NH:45]2)=[O:43])[C:36]=1[F:50].CN(C(ON1N=NC2C=CC=NC1=2)=[N+](C)C)C.F[P-](F)(F)(F)(F)F, predict the reaction product. The product is: [Cl:28][C:29]1[CH:34]=[CH:33][CH:32]=[CH:31][C:30]=1[C:35]1[CH:40]=[CH:39][CH:38]=[C:37]([NH:41][C:42]([C@@H:44]2[CH2:48][C@@H:47]([F:49])[CH2:46][N:45]2[C:15](=[O:17])[CH2:14][N:6]2[C:7]3[C:12](=[CH:11][CH:10]=[C:9]([OH:13])[CH:8]=3)[C:4]([C:1]([NH2:2])=[O:3])=[N:5]2)=[O:43])[C:36]=1[F:50]. (5) Given the reactants [CH2:1]([O:3]CC)C.Br[C:7]1[CH:8]=[CH:9][C:10]([O:13][CH2:14][C:15]2[CH:20]=[CH:19][C:18]([F:21])=[CH:17][CH:16]=2)=[N:11][CH:12]=1.C([Li])CCC.CN(C)C=O, predict the reaction product. The product is: [F:21][C:18]1[CH:19]=[CH:20][C:15]([CH2:14][O:13][C:10]2[N:11]=[CH:12][C:7]([CH:1]=[O:3])=[CH:8][CH:9]=2)=[CH:16][CH:17]=1. (6) The product is: [Cl:11][C:8]1[CH:9]=[C:10]2[C:5](=[CH:6][CH:7]=1)[NH:4][C:3](=[O:12])[C:2]2([NH:21][C@@H:22]([CH2:28][C:29]1[CH:30]=[N:31][CH:32]=[CH:33][CH:34]=1)[C:23]([N:25]([CH3:27])[CH3:26])=[O:24])[C:13]1[CH:18]=[CH:17][CH:16]=[CH:15][C:14]=1[O:19][CH3:20]. Given the reactants Cl[C:2]1([C:13]2[CH:18]=[CH:17][CH:16]=[CH:15][C:14]=2[O:19][CH3:20])[C:10]2[C:5](=[CH:6][CH:7]=[C:8]([Cl:11])[CH:9]=2)[NH:4][C:3]1=[O:12].[NH2:21][C@@H:22]([CH2:28][C:29]1[CH:30]=[N:31][CH:32]=[CH:33][CH:34]=1)[C:23]([N:25]([CH3:27])[CH3:26])=[O:24], predict the reaction product. (7) Given the reactants [Cl:1][C:2]1[CH:3]=[C:4]([N:18]2[C:23](=[O:24])[NH:22][C:21](=[O:25])[CH:20]=[N:19]2)[CH:5]=[C:6]([CH3:17])[C:7]=1[O:8][C:9]1[CH:14]=[CH:13][C:12]([O:15][CH3:16])=[CH:11][CH:10]=1.[F:26][C:27]1[CH:35]=[CH:34][C:30]([C:31](O)=[O:32])=[CH:29][CH:28]=1, predict the reaction product. The product is: [Cl:1][C:2]1[CH:3]=[C:4]([N:18]2[C:23](=[O:24])[NH:22][C:21](=[O:25])[CH:20]=[N:19]2)[CH:5]=[C:6]([CH3:17])[C:7]=1[O:8][C:9]1[CH:14]=[CH:13][C:12]([O:15][CH3:16])=[C:11]([C:31](=[O:32])[C:30]2[CH:34]=[CH:35][C:27]([F:26])=[CH:28][CH:29]=2)[CH:10]=1. (8) Given the reactants C(N1C2C(=CC(N[C:18]([NH:20][C:21]3[CH:26]=[CH:25][CH:24]=[CH:23][C:22]=3[O:27][CH2:28][CH3:29])=[O:19])=CC=2)C(=O)N1)C1C=CC=CC=1.C(N1C2C(=CC([N+]([O-])=O)=CC=2)C(=O)N1)C1C=CC=CC=1, predict the reaction product. The product is: [CH2:28]([O:27][C:22]1[CH:23]=[CH:24][CH:25]=[CH:26][C:21]=1[N:20]=[C:18]=[O:19])[CH3:29].